This data is from Catalyst prediction with 721,799 reactions and 888 catalyst types from USPTO. The task is: Predict which catalyst facilitates the given reaction. (1) Reactant: N[CH2:2][C:3]([O:5][CH2:6][CH3:7])=[O:4].[N:8]([O-:10])=O.[Na+].[ClH:12]. Product: [Cl:12]/[C:2](=[N:8]\[OH:10])/[C:3]([O:5][CH2:6][CH3:7])=[O:4]. The catalyst class is: 6. (2) Reactant: [C:1]([O:5][C:6]([N:8]1[CH2:13][CH2:12][C:11]([C:17]([O:19][CH3:20])=[O:18])([C:14](O)=[O:15])[CH2:10][CH2:9]1)=[O:7])([CH3:4])([CH3:3])[CH3:2].CN(C(ON1N=NC2C=CC=NC1=2)=[N+](C)C)C.F[P-](F)(F)(F)(F)F.[Cl:45][C:46]1[CH:53]=[CH:52][CH:51]=[CH:50][C:47]=1[CH2:48][NH2:49].CCN(C(C)C)C(C)C. Product: [Cl:45][C:46]1[CH:53]=[CH:52][CH:51]=[CH:50][C:47]=1[CH2:48][NH:49][C:14]([C:11]1([C:17]([O:19][CH3:20])=[O:18])[CH2:12][CH2:13][N:8]([C:6]([O:5][C:1]([CH3:4])([CH3:2])[CH3:3])=[O:7])[CH2:9][CH2:10]1)=[O:15]. The catalyst class is: 3. (3) The catalyst class is: 5. Reactant: O.[ClH:2].[N+:3]([C:6]1[CH:11]=[CH:10][C:9]([N:12]2[CH2:16][CH2:15][CH2:14][C:13]2=[NH:17])=[CH:8][CH:7]=1)([O-])=O. Product: [ClH:2].[NH2:3][C:6]1[CH:11]=[CH:10][C:9]([N:12]2[CH2:16][CH2:15][CH2:14][C:13]2=[NH:17])=[CH:8][CH:7]=1. (4) Reactant: C([O:3][C:4]([C:6]1[C:7]([CH3:26])=[N:8][C:9]([NH:13][CH:14]2[CH2:23][CH2:22][C:21]3[C:16](=[CH:17][CH:18]=[C:19]([O:24]C)[CH:20]=3)[CH2:15]2)=[N:10][C:11]=1[CH3:12])=[O:5])C.B(Br)(Br)Br.C(Cl)Cl.O[Li].O. Product: [OH:24][C:19]1[CH:20]=[C:21]2[C:16](=[CH:17][CH:18]=1)[CH2:15][CH:14]([NH:13][C:9]1[N:8]=[C:7]([CH3:26])[C:6]([C:4]([OH:5])=[O:3])=[C:11]([CH3:12])[N:10]=1)[CH2:23][CH2:22]2. The catalyst class is: 2. (5) Reactant: [H-].[Na+].[OH:3][C:4]([C:11]1[S:12][CH:13]=[C:14]([CH3:16])[N:15]=1)([CH3:10])[C:5]([O:7][CH2:8][CH3:9])=[O:6].I[CH3:18]. Product: [CH3:18][O:3][C:4]([C:11]1[S:12][CH:13]=[C:14]([CH3:16])[N:15]=1)([CH3:10])[C:5]([O:7][CH2:8][CH3:9])=[O:6]. The catalyst class is: 31. (6) Product: [C:9]([O:13][C:14](=[O:15])[NH:1][C:2]1[CH:7]=[CH:6][CH:5]=[C:4]([OH:8])[CH:3]=1)([CH3:12])([CH3:11])[CH3:10]. Reactant: [NH2:1][C:2]1[CH:3]=[C:4]([OH:8])[CH:5]=[CH:6][CH:7]=1.[C:9]([O:13][C:14](O[C:14]([O:13][C:9]([CH3:12])([CH3:11])[CH3:10])=[O:15])=[O:15])([CH3:12])([CH3:11])[CH3:10]. The catalyst class is: 7. (7) Reactant: [CH2:1]([C:5]1[C:9]([CH2:10][CH2:11][CH2:12][OH:13])=[CH:8][N:7]([C:14]2[CH:19]=[CH:18][C:17]([C:20]([F:23])([F:22])[F:21])=[CH:16][N:15]=2)[N:6]=1)[CH2:2][CH2:3][CH3:4].[CH2:24]([N:26]1[CH:30]=[C:29]([CH2:31][C:32]([O:34]C)=[O:33])[C:28](O)=[N:27]1)[CH3:25].C(P(CCCC)CCCC)CCC.N(C(N1CCCCC1)=O)=NC(N1CCCCC1)=O. Product: [CH2:1]([C:5]1[C:9]([CH2:10][CH2:11][CH2:12][O:13][C:28]2[C:29]([CH2:31][C:32]([OH:34])=[O:33])=[CH:30][N:26]([CH2:24][CH3:25])[N:27]=2)=[CH:8][N:7]([C:14]2[CH:19]=[CH:18][C:17]([C:20]([F:21])([F:22])[F:23])=[CH:16][N:15]=2)[N:6]=1)[CH2:2][CH2:3][CH3:4]. The catalyst class is: 7.